The task is: Predict the reactants needed to synthesize the given product.. This data is from Full USPTO retrosynthesis dataset with 1.9M reactions from patents (1976-2016). Given the product [Cl:16][CH2:2][CH2:3][C:4]1[N:13]=[C:12]2[C:7]([CH2:8][CH2:9][CH2:10][NH:11]2)=[CH:6][CH:5]=1, predict the reactants needed to synthesize it. The reactants are: O[CH2:2][CH2:3][C:4]1[N:13]=[C:12]2[C:7]([CH2:8][CH2:9][CH2:10][NH:11]2)=[CH:6][CH:5]=1.S(Cl)([Cl:16])=O.